From a dataset of Forward reaction prediction with 1.9M reactions from USPTO patents (1976-2016). Predict the product of the given reaction. (1) Given the reactants C(OC(=O)[NH:7][C:8]1[CH:13]=[C:12]([N:14]([CH:16]([CH3:18])[CH3:17])[CH3:15])[C:11]([C:19]#[N:20])=[CH:10][C:9]=1[NH:21][C:22](=[O:45])[CH2:23][C:24](=O)[C:25]1[CH:30]=[CH:29][CH:28]=[C:27]([N:31]2[C:35]([CH2:36][O:37]C3CCCCO3)=[CH:34][N:33]=[N:32]2)[CH:26]=1)(C)(C)C.C(O)(C(F)(F)F)=O, predict the reaction product. The product is: [OH:37][CH2:36][C:35]1[N:31]([C:27]2[CH:26]=[C:25]([C:24]3[CH2:23][C:22](=[O:45])[NH:21][C:9]4[CH:10]=[C:11]([C:19]#[N:20])[C:12]([N:14]([CH:16]([CH3:18])[CH3:17])[CH3:15])=[CH:13][C:8]=4[N:7]=3)[CH:30]=[CH:29][CH:28]=2)[N:32]=[N:33][CH:34]=1. (2) The product is: [OH:9][C@@H:6]1[CH2:7][N:8]([C:17]([O:19][CH2:20][C:21]2[CH:26]=[CH:25][CH:24]=[CH:23][CH:22]=2)=[O:18])[C@@H:3]([CH3:2])[CH2:4][CH2:5]1. Given the reactants Cl.[CH3:2][C@@H:3]1[NH:8][CH2:7][C@@H:6]([OH:9])[CH2:5][CH2:4]1.C(N(CC)CC)C.[C:17](Cl)([O:19][CH2:20][C:21]1[CH:26]=[CH:25][CH:24]=[CH:23][CH:22]=1)=[O:18], predict the reaction product. (3) Given the reactants Cl.[Cl:2][C:3]1[CH:4]=[C:5]([C:9]2[O:10][C:11]3[CH2:16][CH2:15][NH:14][CH2:13][C:12]=3[N:17]=2)[CH:6]=[CH:7][CH:8]=1.Br.Br[CH2:20][C:21]1[CH:26]=[CH:25][CH:24]=[CH:23][N:22]=1.CCN(C(C)C)C(C)C, predict the reaction product. The product is: [Cl:2][C:3]1[CH:4]=[C:5]([C:9]2[O:10][C:11]3[CH2:16][CH2:15][N:14]([CH2:20][C:21]4[CH:26]=[CH:25][CH:24]=[CH:23][N:22]=4)[CH2:13][C:12]=3[N:17]=2)[CH:6]=[CH:7][CH:8]=1.